This data is from Reaction yield outcomes from USPTO patents with 853,638 reactions. The task is: Predict the reaction yield, written as a fraction of the theoretical maximum amount of product (1.0 means a 100% yield; for example, 0.34 means a 34% yield). The reactants are Br[C:2]1[S:11][C:5]2[N:6]=[CH:7][N:8]=[C:9]([Cl:10])[C:4]=2[CH:3]=1.[F:12][C:13]1[CH:18]=[CH:17][C:16](B(O)O)=[CH:15][CH:14]=1.C([O-])([O-])=O.[K+].[K+].Cl. The catalyst is O1CCOCC1.O.C1C=CC([P]([Pd]([P](C2C=CC=CC=2)(C2C=CC=CC=2)C2C=CC=CC=2)([P](C2C=CC=CC=2)(C2C=CC=CC=2)C2C=CC=CC=2)[P](C2C=CC=CC=2)(C2C=CC=CC=2)C2C=CC=CC=2)(C2C=CC=CC=2)C2C=CC=CC=2)=CC=1. The product is [Cl:10][C:9]1[C:4]2[CH:3]=[C:2]([C:16]3[CH:17]=[CH:18][C:13]([F:12])=[CH:14][CH:15]=3)[S:11][C:5]=2[N:6]=[CH:7][N:8]=1. The yield is 0.470.